The task is: Predict the reactants needed to synthesize the given product.. This data is from Full USPTO retrosynthesis dataset with 1.9M reactions from patents (1976-2016). Given the product [CH2:1]([C:4]1[C:5]([C:6](=[O:8])[NH:43][CH2:42][C:34]2[C:35]([O:40][CH3:41])=[N:36][C:37]([CH3:39])=[CH:38][C:33]=2[CH2:29][CH2:30][CH:31]=[CH2:32])=[CH:9][CH:10]=[CH:11][C:12]=1[N:13]([CH2:14][CH3:15])[CH:16]1[CH2:17][CH2:18][N:19]([C:22]([O:24][C:25]([CH3:26])([CH3:28])[CH3:27])=[O:23])[CH2:20][CH2:21]1)[CH:2]=[CH2:3], predict the reactants needed to synthesize it. The reactants are: [CH2:1]([C:4]1[C:12]([N:13]([CH:16]2[CH2:21][CH2:20][N:19]([C:22]([O:24][C:25]([CH3:28])([CH3:27])[CH3:26])=[O:23])[CH2:18][CH2:17]2)[CH2:14][CH3:15])=[CH:11][CH:10]=[CH:9][C:5]=1[C:6]([OH:8])=O)[CH:2]=[CH2:3].[CH2:29]([C:33]1[CH:38]=[C:37]([CH3:39])[N:36]=[C:35]([O:40][CH3:41])[C:34]=1[CH2:42][NH2:43])[CH2:30][CH:31]=[CH2:32].C(Cl)CCl.C1C=NC2N(O)N=NC=2C=1.CN1CCOCC1.